Dataset: Forward reaction prediction with 1.9M reactions from USPTO patents (1976-2016). Task: Predict the product of the given reaction. The product is: [O:12]1[C:2]2([CH2:3][CH2:4][CH2:5][C:6]3([CH2:11][CH2:10][CH2:9][CH:8]=[CH:7]3)[CH2:1]2)[O:13][CH2:14][CH2:15]1. Given the reactants [CH2:1]1[C:6]2([CH2:11][CH2:10][CH2:9][CH:8]=[CH:7]2)[CH2:5][CH2:4][CH2:3][C:2]1=[O:12].[OH:13][CH2:14][CH2:15]O, predict the reaction product.